From a dataset of Peptide-MHC class II binding affinity with 134,281 pairs from IEDB. Regression. Given a peptide amino acid sequence and an MHC pseudo amino acid sequence, predict their binding affinity value. This is MHC class II binding data. (1) The MHC is DRB1_0404 with pseudo-sequence DRB1_0404. The peptide sequence is RQKIIYSGAVNLDDE. The binding affinity (normalized) is 0.853. (2) The peptide sequence is FVNTLVASSGSYAAT. The MHC is HLA-DQA10201-DQB10202 with pseudo-sequence HLA-DQA10201-DQB10202. The binding affinity (normalized) is 0.409. (3) The binding affinity (normalized) is 0. The peptide sequence is EVDISVVVQDPKNVY. The MHC is DRB1_0801 with pseudo-sequence DRB1_0801. (4) The peptide sequence is FAVVDLNKMRAVWVDGKART. The binding affinity (normalized) is 0.584. The MHC is DRB1_0405 with pseudo-sequence DRB1_0405. (5) The peptide sequence is GYTPATPAAPAGAEP. The MHC is DRB1_0401 with pseudo-sequence DRB1_0401. The binding affinity (normalized) is 0.451. (6) The peptide sequence is SQDLQLSWNLNGLQAY. The MHC is DRB1_1302 with pseudo-sequence DRB1_1302. The binding affinity (normalized) is 0.644. (7) The peptide sequence is IAPAVQTNWQKLETFWAKHM. The MHC is DRB1_0101 with pseudo-sequence DRB1_0101. The binding affinity (normalized) is 0.822. (8) The peptide sequence is RHNWVNHAVPLAMKLI. The MHC is DRB1_0401 with pseudo-sequence DRB1_0401. The binding affinity (normalized) is 0.756. (9) The binding affinity (normalized) is 0.467. The peptide sequence is IEFRFYKEITNVFRG. The MHC is HLA-DQA10102-DQB10602 with pseudo-sequence HLA-DQA10102-DQB10602. (10) The peptide sequence is LDGNLLSSNDLAKYK. The MHC is DRB1_0701 with pseudo-sequence DRB1_0701. The binding affinity (normalized) is 0.194.